Dataset: Catalyst prediction with 721,799 reactions and 888 catalyst types from USPTO. Task: Predict which catalyst facilitates the given reaction. Reactant: [CH2:1]([N:8]([CH2:16][CH2:17][C:18]1[CH:23]=[CH:22][C:21]([S:24][C:25]2[CH:30]=[CH:29][C:28]([OH:31])=[CH:27][CH:26]=2)=[CH:20][CH:19]=1)[C:9](=[O:15])[O:10][C:11]([CH3:14])([CH3:13])[CH3:12])[C:2]1[CH:7]=[CH:6][CH:5]=[CH:4][CH:3]=1.[F:32][C:33]1[CH:38]=[CH:37][C:36](B(O)O)=[CH:35][CH:34]=1.N1C=CC=CC=1. Product: [CH2:1]([N:8]([CH2:16][CH2:17][C:18]1[CH:19]=[CH:20][C:21]([S:24][C:25]2[CH:26]=[CH:27][C:28]([O:31][C:36]3[CH:37]=[CH:38][C:33]([F:32])=[CH:34][CH:35]=3)=[CH:29][CH:30]=2)=[CH:22][CH:23]=1)[C:9](=[O:15])[O:10][C:11]([CH3:13])([CH3:14])[CH3:12])[C:2]1[CH:7]=[CH:6][CH:5]=[CH:4][CH:3]=1. The catalyst class is: 221.